This data is from Reaction yield outcomes from USPTO patents with 853,638 reactions. The task is: Predict the reaction yield, written as a fraction of the theoretical maximum amount of product (1.0 means a 100% yield; for example, 0.34 means a 34% yield). (1) The reactants are [NH2:1][C:2]1[CH:7]=[C:6]([F:8])[CH:5]=[CH:4][C:3]=1[SH:9].Br[CH2:11][C:12]1[CH:21]=[CH:20][CH:19]=[CH:18][C:13]=1[C:14]([O:16][CH3:17])=[O:15].C([O-])([O-])=O.[K+].[K+]. The catalyst is CN(C=O)C. The product is [NH2:1][C:2]1[CH:7]=[C:6]([F:8])[CH:5]=[CH:4][C:3]=1[S:9][CH2:11][C:12]1[CH:21]=[CH:20][CH:19]=[CH:18][C:13]=1[C:14]([O:16][CH3:17])=[O:15]. The yield is 0.600. (2) The reactants are [F:1][C:2]1[C:10]([O:11][C:12]2[C:21]3[C:16](=[CH:17][C:18]([OH:24])=[C:19]([O:22][CH3:23])[CH:20]=3)[N:15]=[CH:14][N:13]=2)=[CH:9][CH:8]=[C:7]2[C:3]=1[CH:4]=[C:5]([CH3:25])[NH:6]2.[C:26]([N:29]1[CH2:34][CH2:33][N:32]([CH2:35][CH2:36]Cl)[CH2:31][CH2:30]1)(=[O:28])[CH3:27].C(=O)([O-])[O-].[K+].[K+].O. The catalyst is CN1CCCC1=O. The product is [C:26]([N:29]1[CH2:34][CH2:33][N:32]([CH2:35][CH2:36][O:24][C:18]2[CH:17]=[C:16]3[C:21]([C:12]([O:11][C:10]4[C:2]([F:1])=[C:3]5[C:7](=[CH:8][CH:9]=4)[NH:6][C:5]([CH3:25])=[CH:4]5)=[N:13][CH:14]=[N:15]3)=[CH:20][C:19]=2[O:22][CH3:23])[CH2:31][CH2:30]1)(=[O:28])[CH3:27]. The yield is 0.580. (3) The reactants are [C:1]([N:8]1[CH2:13][C@@H:12]2[CH2:14][C@H:9]1[CH2:10][NH:11]2)([O:3][C:4]([CH3:7])([CH3:6])[CH3:5])=[O:2].[NH2:15][C:16]1[NH:17][C:18](=O)[C:19]2[N:25]=[C:24]([C:26]3[CH:31]=[CH:30][C:29]([F:32])=[CH:28][CH:27]=3)[CH:23]=[CH:22][C:20]=2[N:21]=1. No catalyst specified. The product is [C:4]([O:3][C:1]([N:8]1[CH2:13][C@@H:12]2[CH2:14][C@H:9]1[CH2:10][N:11]2[C:18]1[C:19]2[N:25]=[C:24]([C:26]3[CH:31]=[CH:30][C:29]([F:32])=[CH:28][CH:27]=3)[CH:23]=[CH:22][C:20]=2[N:21]=[C:16]([NH2:15])[N:17]=1)=[O:2])([CH3:7])([CH3:6])[CH3:5]. The yield is 0.770. (4) The reactants are C([O:3][C:4]([C:6]1[C:7]([C:12]2[CH:13]=[N:14][CH:15]=[CH:16][CH:17]=2)=[N:8][O:9][C:10]=1[CH3:11])=O)C.C(OC(C1C(C2C=CC=C(F)C=2)=NOC=1C)=O)C. No catalyst specified. The product is [CH3:11][C:10]1[O:9][N:8]=[C:7]([C:12]2[CH:13]=[N:14][CH:15]=[CH:16][CH:17]=2)[C:6]=1[CH2:4][OH:3]. The yield is 0.670. (5) The product is [NH2:5][C:4]1[CH:6]=[C:7]([C:19]2[S:23][C:22]([C:24]([OH:35])([CH3:34])[CH2:25][O:26][Si:27]([C:30]([CH3:33])([CH3:32])[CH3:31])([CH3:29])[CH3:28])=[N:21][CH:20]=2)[CH:8]=[C:2]([CH3:1])[CH:3]=1. The catalyst is C1C=CC(/C=C/C(/C=C/C2C=CC=CC=2)=O)=CC=1.C1C=CC(/C=C/C(/C=C/C2C=CC=CC=2)=O)=CC=1.C1C=CC(/C=C/C(/C=C/C2C=CC=CC=2)=O)=CC=1.[Pd].[Pd]. The yield is 0.730. The reactants are [CH3:1][C:2]1[CH:3]=[C:4]([CH:6]=[C:7](B2OC(C)(C)C(C)(C)O2)[CH:8]=1)[NH2:5].Br[C:19]1[S:23][C:22]([C:24]([OH:35])([CH3:34])[CH2:25][O:26][Si:27]([C:30]([CH3:33])([CH3:32])[CH3:31])([CH3:29])[CH3:28])=[N:21][CH:20]=1.CC(C1C=C(C(C)C)C(C2C=CC=CC=2P(C2CCCCC2)C2CCCCC2)=C(C(C)C)C=1)C.C(=O)([O-])[O-].[Cs+].[Cs+]. (6) The reactants are C[O:2][C:3](=O)[C:4]1[CH:9]=[CH:8][C:7]([O:10][CH3:11])=[CH:6][C:5]=1[F:12].O.[NH2:15][NH2:16]. The product is [F:12][C:5]1[CH:6]=[C:7]([O:10][CH3:11])[CH:8]=[CH:9][C:4]=1[C:3]([NH:15][NH2:16])=[O:2]. The yield is 0.850. The catalyst is C(O)C. (7) The reactants are [CH2:1]([C:5]1[C:9]([CH2:10][OH:11])=[C:8]([CH3:12])[O:7][N:6]=1)[CH2:2][CH2:3][CH3:4].[CH3:13][O:14][C:15]([C:17]1[S:21][N:20]=[C:19](O)[CH:18]=1)=[O:16].C1(P(C2C=CC=CC=2)C2C=CC=CC=2)C=CC=CC=1.N(C(OCC)=O)=NC(OCC)=O. The catalyst is C1COCC1. The product is [CH3:13][O:14][C:15]([C:17]1[S:21][N:20]=[C:19]([O:11][CH2:10][C:9]2[C:5]([CH2:1][CH2:2][CH2:3][CH3:4])=[N:6][O:7][C:8]=2[CH3:12])[CH:18]=1)=[O:16]. The yield is 0.770.